The task is: Predict the product of the given reaction.. This data is from Forward reaction prediction with 1.9M reactions from USPTO patents (1976-2016). (1) Given the reactants [Cl:1][C:2]([Cl:25])([Cl:24])[CH2:3][O:4][C:5](=[O:23])[C:6]1[CH:11]=[CH:10][CH:9]=[CH:8][C:7]=1[CH2:12][S:13][C:14]1[CH:19]=[CH:18][C:17]([C:20](O)=[O:21])=[CH:16][CH:15]=1.B.C1COCC1, predict the reaction product. The product is: [Cl:25][C:2]([Cl:1])([Cl:24])[CH2:3][O:4][C:5](=[O:23])[C:6]1[CH:11]=[CH:10][CH:9]=[CH:8][C:7]=1[CH2:12][S:13][C:14]1[CH:19]=[CH:18][C:17]([CH2:20][OH:21])=[CH:16][CH:15]=1. (2) Given the reactants [NH2:1][C:2]1[N:7]=[CH:6][CH:5]=[CH:4][N:3]=1.[C:8]([N+:12]#[C-:13])([CH3:11])([CH3:10])[CH3:9].N#[C-].[CH3:16][S:17][C:18]1[S:22][C:21]([CH:23]=O)=[CH:20][CH:19]=1, predict the reaction product. The product is: [C:8]([NH:12][C:13]1[N:3]2[CH:4]=[CH:5][CH:6]=[N:7][C:2]2=[N:1][C:23]=1[C:21]1[S:22][C:18]([S:17][CH3:16])=[CH:19][CH:20]=1)([CH3:11])([CH3:10])[CH3:9]. (3) The product is: [CH3:20][O:21][C:22]1[CH:23]=[CH:24][C:25]([C:28]2[C:29]([C:34]([N:3]3[CH2:4][C@@H:5]4[C@@H:1]([CH2:6]4)[C@H:2]3[CH2:7][NH:8][C:9]([C:11]3[CH:12]=[CH:13][CH:14]=[C:15]4[O:19][CH:18]=[CH:17][C:16]=34)=[O:10])=[O:35])=[CH:30][CH:31]=[CH:32][CH:33]=2)=[CH:26][CH:27]=1. Given the reactants [C@@H:1]12[CH2:6][C@@H:5]1[CH2:4][NH:3][C@@H:2]2[CH2:7][NH:8][C:9]([C:11]1[CH:12]=[CH:13][CH:14]=[C:15]2[O:19][CH:18]=[CH:17][C:16]=12)=[O:10].[CH3:20][O:21][C:22]1[CH:27]=[CH:26][C:25]([C:28]2[C:29]([C:34](O)=[O:35])=[CH:30][CH:31]=[CH:32][CH:33]=2)=[CH:24][CH:23]=1, predict the reaction product.